Task: Predict the product of the given reaction.. Dataset: Forward reaction prediction with 1.9M reactions from USPTO patents (1976-2016) (1) Given the reactants Cl[C:2]1[N:6]([CH3:7])[N:5]=[CH:4][C:3]=1[NH:8][C:9]([C:11]1[N:12]=[C:13]([C:24]2[C:29]([F:30])=[CH:28][CH:27]=[CH:26][C:25]=2[F:31])[S:14][C:15]=1[NH:16]C(=O)OC(C)(C)C)=[O:10].[O:32]1[C:37](B2OC(C)(C)C(C)(C)O2)=[CH:36][CH2:35][CH2:34][CH2:33]1, predict the reaction product. The product is: [NH2:16][C:15]1[S:14][C:13]([C:24]2[C:29]([F:30])=[CH:28][CH:27]=[CH:26][C:25]=2[F:31])=[N:12][C:11]=1[C:9]([NH:8][C:3]1[CH:4]=[N:5][N:6]([CH3:7])[C:2]=1[C:33]1[O:32][CH2:37][CH2:36][CH2:35][CH:34]=1)=[O:10]. (2) Given the reactants [Br:1][C:2]1[CH:10]=[CH:9][C:5]([C:6]([OH:8])=O)=[CH:4][C:3]=1[O:11][CH:12]1[CH2:14][CH2:13]1.CN(C(ON1N=NC2C=CC=NC1=2)=[N+](C)C)C.F[P-](F)(F)(F)(F)F.[CH3:39][N:40]1[C:44]([C:45]([F:48])([F:47])[F:46])=[CH:43][C:42]([NH2:49])=[N:41]1.CCN(C(C)C)C(C)C, predict the reaction product. The product is: [Br:1][C:2]1[CH:10]=[CH:9][C:5]([C:6]([NH:49][C:42]2[CH:43]=[C:44]([C:45]([F:47])([F:46])[F:48])[N:40]([CH3:39])[N:41]=2)=[O:8])=[CH:4][C:3]=1[O:11][CH:12]1[CH2:14][CH2:13]1. (3) Given the reactants FC(F)(F)C(O)=O.[CH3:8][C@H:9]([O:13][C:14]1[NH:15][C:16]([NH2:25])=[C:17]2[C:21]([N:22]=1)=[N:20][C:19]([O:23][CH3:24])=[N:18]2)[CH2:10][CH2:11][CH3:12].Br[CH2:27][CH2:28][CH:29]1[CH2:33][CH2:32][CH2:31][O:30]1, predict the reaction product. The product is: [CH3:8][C@H:9]([O:13][C:14]1[N:22]=[C:21]2[C:17]([N:18]=[C:19]([O:23][CH3:24])[N:20]2[CH2:27][CH2:28][CH:29]2[CH2:33][CH2:32][CH2:31][O:30]2)=[C:16]([NH2:25])[N:15]=1)[CH2:10][CH2:11][CH3:12]. (4) Given the reactants Cl.[CH3:2][O:3][C:4](=[O:30])[C@@H:5]([NH:8][C:9]([C:11]1[C:12]([CH3:29])=[N:13][C:14]([NH:18][CH2:19][CH2:20][CH2:21][C:22]2[CH:27]=[CH:26][CH:25]=[C:24]([OH:28])[CH:23]=2)=[N:15][C:16]=1[CH3:17])=[O:10])[CH2:6][NH2:7].[CH3:31][N:32]([CH3:36])[C:33](Cl)=[O:34].C(N(CC)CC)C, predict the reaction product. The product is: [CH3:2][O:3][C:4](=[O:30])[C@@H:5]([NH:8][C:9]([C:11]1[C:12]([CH3:29])=[N:13][C:14]([NH:18][CH2:19][CH2:20][CH2:21][C:22]2[CH:27]=[CH:26][CH:25]=[C:24]([OH:28])[CH:23]=2)=[N:15][C:16]=1[CH3:17])=[O:10])[CH2:6][NH:7][C:33]([N:32]([CH3:36])[CH3:31])=[O:34]. (5) Given the reactants CO[CH:3](OC)[N:4]([CH3:6])[CH3:5].[CH3:9][O:10][C:11]1[CH:28]=[CH:27][C:14]([CH2:15][N:16]2[N:20]=[N:19][C:18]([CH2:21][C:22]([O:24][CH2:25][CH3:26])=[O:23])=[N:17]2)=[CH:13][CH:12]=1, predict the reaction product. The product is: [CH3:6][N:4]([CH3:5])[CH:3]=[C:21]([C:18]1[N:19]=[N:20][N:16]([CH2:15][C:14]2[CH:13]=[CH:12][C:11]([O:10][CH3:9])=[CH:28][CH:27]=2)[N:17]=1)[C:22]([O:24][CH2:25][CH3:26])=[O:23]. (6) The product is: [Cl:1][C:2]1[CH:3]=[C:4]([C:16]([NH:19][CH2:20][C:21]2[C:22](=[O:29])[NH:23][C:24]([CH3:28])=[CH:25][C:26]=2[CH3:27])=[O:18])[C:5]2[C:10]([CH3:11])=[N:9][N:8]([C:12]([CH3:13])([CH3:14])[CH3:15])[C:6]=2[N:7]=1. Given the reactants [Cl:1][C:2]1[CH:3]=[C:4]([C:16]([OH:18])=O)[C:5]2[C:10]([CH3:11])=[N:9][N:8]([C:12]([CH3:15])([CH3:14])[CH3:13])[C:6]=2[N:7]=1.[NH2:19][CH2:20][C:21]1[C:22](=[O:29])[NH:23][C:24]([CH3:28])=[CH:25][C:26]=1[CH3:27].CN1CCOCC1.ON1C2N=CC=CC=2N=N1.C(Cl)CCl, predict the reaction product. (7) The product is: [N:29]1[CH:30]=[CH:31][C:26]([C:2]2[NH:33][NH:32][C:4](=[O:6])[C:3]=2[C:8]2[CH:13]=[CH:12][C:11]([O:14][CH2:15][C:16]3[CH:25]=[CH:24][C:23]4[C:18](=[CH:19][CH:20]=[CH:21][CH:22]=4)[N:17]=3)=[CH:10][CH:9]=2)=[CH:27][CH:28]=1. Given the reactants O=[C:2]([C:26]1[CH:31]=[CH:30][N:29]=[CH:28][CH:27]=1)[CH:3]([C:8]1[CH:13]=[CH:12][C:11]([O:14][CH2:15][C:16]2[CH:25]=[CH:24][C:23]3[C:18](=[CH:19][CH:20]=[CH:21][CH:22]=3)[N:17]=2)=[CH:10][CH:9]=1)[C:4]([O:6]C)=O.[NH2:32][NH2:33].O, predict the reaction product. (8) Given the reactants [OH-].[Li+].[CH:3]1([C:6]2[C:15]3[C:10](=[CH:11][CH:12]=[CH:13][CH:14]=3)[C:9]([N:16]3[C:20]([C:21]([F:24])([F:23])[F:22])=[N:19][N:18]=[C:17]3[S:25][C:26]([CH3:33])([CH3:32])[C:27]([O:29]CC)=[O:28])=[CH:8][CH:7]=2)[CH2:5][CH2:4]1, predict the reaction product. The product is: [CH:3]1([C:6]2[C:15]3[C:10](=[CH:11][CH:12]=[CH:13][CH:14]=3)[C:9]([N:16]3[C:20]([C:21]([F:22])([F:24])[F:23])=[N:19][N:18]=[C:17]3[S:25][C:26]([CH3:33])([CH3:32])[C:27]([OH:29])=[O:28])=[CH:8][CH:7]=2)[CH2:4][CH2:5]1. (9) The product is: [CH3:27][C:28]([CH3:33])([CH3:32])[C:29]([NH:19][C:16]1[CH:15]=[CH:14][C:13]2[C:18](=[C:9]([O:8][CH:2]([CH3:1])[CH2:3][C:4]([CH3:7])([CH3:6])[CH3:5])[CH:10]=[CH:11][CH:12]=2)[N:17]=1)=[O:30]. Given the reactants [CH3:1][CH:2]([O:8][C:9]1[CH:10]=[CH:11][CH:12]=[C:13]2[C:18]=1[N:17]=[C:16]([NH2:19])[CH:15]=[CH:14]2)[CH2:3][C:4]([CH3:7])([CH3:6])[CH3:5].CCN(CC)CC.[CH3:27][C:28]([CH3:33])([CH3:32])[C:29](Cl)=[O:30], predict the reaction product.